This data is from Reaction yield outcomes from USPTO patents with 853,638 reactions. The task is: Predict the reaction yield, written as a fraction of the theoretical maximum amount of product (1.0 means a 100% yield; for example, 0.34 means a 34% yield). (1) The reactants are [Br:1][C:2]1[N:7]=[CH:6][C:5]2[N:8]=[C:9]([CH2:14][OH:15])[N:10]([CH:11]([CH3:13])[CH3:12])[C:4]=2[CH:3]=1.C1(C)C=CC(S(O)(=O)=O)=CC=1.[O:27]1[CH:32]=[CH:31][CH2:30][CH2:29][CH2:28]1. The catalyst is O1CCCC1.C(=O)(O)[O-].[Na+]. The product is [Br:1][C:2]1[N:7]=[CH:6][C:5]2[N:8]=[C:9]([CH2:14][O:15][CH:28]3[CH2:29][CH2:30][CH2:31][CH2:32][O:27]3)[N:10]([CH:11]([CH3:12])[CH3:13])[C:4]=2[CH:3]=1. The yield is 0.510. (2) The reactants are [F:1][C:2]1[C:7]([N+:8]([O-])=O)=[CH:6][C:5]([CH2:11][C:12]([O:14][CH2:15][CH3:16])=[O:13])=[C:4]([CH3:17])[CH:3]=1. The catalyst is CCO.[Pd]. The product is [NH2:8][C:7]1[C:2]([F:1])=[CH:3][C:4]([CH3:17])=[C:5]([CH2:11][C:12]([O:14][CH2:15][CH3:16])=[O:13])[CH:6]=1. The yield is 0.900. (3) The reactants are [NH2:1][CH2:2][CH2:3][S:4][C:5]1[C:6]([C:13]([O:15]C)=O)=[N:7][C:8]([O:11][CH3:12])=[CH:9][CH:10]=1.C1COCC1.C[O-].[Na+]. The catalyst is CO. The product is [CH3:12][O:11][C:8]1[CH:9]=[CH:10][C:5]2[S:4][CH2:3][CH2:2][NH:1][C:13](=[O:15])[C:6]=2[N:7]=1. The yield is 0.690. (4) The reactants are C(O[C:6]([N:8]1[CH2:13][CH2:12][N:11](C2C(=O)N(CC(C)C)N=C(C3C=CC(C)=C(F)C=3)C=2C)[CH2:10][CH2:9]1)=O)(C)(C)C.[Cl:34][C:35]1[CH:40]=[CH:39][CH:38]=[C:37]([Cl:41])[C:36]=1[CH2:42][CH2:43][CH2:44][N:45]1[C:50](=[O:51])[C:49]([CH2:52]OS(C)(=O)=O)=[CH:48][C:47]([C:58]2[CH:63]=[CH:62][C:61]([F:64])=[C:60]([CH3:65])[CH:59]=2)=[N:46]1. No catalyst specified. The product is [Cl:41][C:37]1[CH:38]=[CH:39][CH:40]=[C:35]([Cl:34])[C:36]=1[CH2:42][CH2:43][CH2:44][N:45]1[C:50](=[O:51])[C:49]([CH2:52][N:11]2[CH2:12][CH2:13][N:8]([CH3:6])[CH2:9][CH2:10]2)=[CH:48][C:47]([C:58]2[CH:63]=[CH:62][C:61]([F:64])=[C:60]([CH3:65])[CH:59]=2)=[N:46]1. The yield is 0.497. (5) The product is [CH3:10][C:6]1[CH:5]=[C:4]([N+:11]([O-:13])=[O:12])[C:3]([O:2][CH3:1])=[CH:8][C:7]=1[N:17]1[CH2:18][CH2:19][CH2:20][N:14]([C:21]([O:23][C:24]([CH3:27])([CH3:26])[CH3:25])=[O:22])[CH2:15][CH2:16]1. The catalyst is CS(C)=O. The yield is 0.220. The reactants are [CH3:1][O:2][C:3]1[CH:8]=[C:7](F)[C:6]([CH3:10])=[CH:5][C:4]=1[N+:11]([O-:13])=[O:12].[N:14]1([C:21]([O:23][C:24]([CH3:27])([CH3:26])[CH3:25])=[O:22])[CH2:20][CH2:19][CH2:18][NH:17][CH2:16][CH2:15]1.C([O-])([O-])=O.[K+].[K+].O. (6) The reactants are F[C:2]1[CH:10]=[C:9]([F:11])[CH:8]=[C:7]([F:12])[C:3]=1[C:4]([OH:6])=[O:5].[CH:13]1([NH2:16])[CH2:15][CH2:14]1. The catalyst is N1C=CC=CC=1. The product is [CH:13]1([NH:16][C:2]2[CH:10]=[C:9]([F:11])[CH:8]=[C:7]([F:12])[C:3]=2[C:4]([OH:6])=[O:5])[CH2:15][CH2:14]1. The yield is 0.470. (7) The reactants are [Cl:1][C:2](=[CH2:10])[C:3]([CH3:9])([CH3:8])[C:4]([O:6]C)=[O:5].[OH-].[Na+]. The catalyst is O. The product is [Cl:1][C:2](=[CH2:10])[C:3]([CH3:9])([CH3:8])[C:4]([OH:6])=[O:5]. The yield is 0.700.